This data is from Peptide-MHC class I binding affinity with 185,985 pairs from IEDB/IMGT. The task is: Regression. Given a peptide amino acid sequence and an MHC pseudo amino acid sequence, predict their binding affinity value. This is MHC class I binding data. (1) The binding affinity (normalized) is 0.175. The peptide sequence is PDVTLVQYM. The MHC is Mamu-A11 with pseudo-sequence Mamu-A11. (2) The peptide sequence is AVLSIVNRV. The MHC is HLA-A02:06 with pseudo-sequence HLA-A02:06. The binding affinity (normalized) is 0.686.